From a dataset of M1 muscarinic receptor antagonist screen with 61,756 compounds. Binary Classification. Given a drug SMILES string, predict its activity (active/inactive) in a high-throughput screening assay against a specified biological target. The molecule is s1c(c2n(Cc3cc4OCOc4cc3)c3nc4c(nc3n2)cccc4)ccc1. The result is 0 (inactive).